From a dataset of Full USPTO retrosynthesis dataset with 1.9M reactions from patents (1976-2016). Predict the reactants needed to synthesize the given product. (1) Given the product [S:5]1[C:9]2[CH:10]=[CH:11][C:12]([CH2:14][C:15]([OH:17])=[O:16])=[CH:13][C:8]=2[CH:7]=[CH:6]1, predict the reactants needed to synthesize it. The reactants are: C(O)CO.[S:5]1[C:9]2[CH:10]=[CH:11][C:12]([CH:14](C(OCC)=O)[C:15]([O:17]CC)=[O:16])=[CH:13][C:8]=2[CH:7]=[CH:6]1.[OH-].[K+].O. (2) Given the product [OH:36][C:23]1([C:21]#[C:22][C:7]2[C:16]3[C:11](=[CH:12][CH:13]=[C:14]([O:17][CH3:18])[N:15]=3)[N:10]=[CH:9][CH:8]=2)[CH2:24][CH2:25][N:26]([C:29]([O:31][C:32]([CH3:33])([CH3:34])[CH3:35])=[O:30])[CH2:27][CH2:28]1, predict the reactants needed to synthesize it. The reactants are: FC(F)(F)S(O[C:7]1[C:16]2[C:11](=[CH:12][CH:13]=[C:14]([O:17][CH3:18])[N:15]=2)[N:10]=[CH:9][CH:8]=1)(=O)=O.[C:21]([C:23]1([OH:36])[CH2:28][CH2:27][N:26]([C:29]([O:31][C:32]([CH3:35])([CH3:34])[CH3:33])=[O:30])[CH2:25][CH2:24]1)#[CH:22]. (3) Given the product [CH3:23][C:2]1[CH:7]=[N:6][CH:5]=[C:4]([N:8]2[CH:12]=[C:11]([C:13]#[C:14][C:15]3[CH:20]=[CH:19][N:18]=[C:17]([CH3:21])[CH:16]=3)[N:10]=[C:9]2[CH3:22])[N:3]=1, predict the reactants needed to synthesize it. The reactants are: Cl[C:2]1[CH:7]=[N:6][CH:5]=[C:4]([N:8]2[CH:12]=[C:11]([C:13]#[C:14][C:15]3[CH:20]=[CH:19][N:18]=[C:17]([CH3:21])[CH:16]=3)[N:10]=[C:9]2[CH3:22])[N:3]=1.[CH3:23][Zn]C.C(=O)(O)[O-].[Na+]. (4) Given the product [CH3:1][O:2][C:3](=[O:23])[C:4]1[CH:9]=[C:8]([C:10](=[O:14])[CH2:11][CH2:12][CH3:13])[C:7]([C:15]([F:17])([F:18])[F:16])=[CH:6][C:5]=1[NH2:19], predict the reactants needed to synthesize it. The reactants are: [CH3:1][O:2][C:3](=[O:23])[C:4]1[CH:9]=[C:8]([C:10](=[O:14])[CH2:11][CH2:12][CH3:13])[C:7]([C:15]([F:18])([F:17])[F:16])=[CH:6][C:5]=1[NH:19]C(=O)C.O.OS(O)(=O)=O. (5) Given the product [NH2:15][C:12]1[CH:13]=[CH:14][C:7]([N:5]2[CH:6]=[C:2]([CH3:1])[N:3]=[CH:4]2)=[C:8]([CH:11]=1)[C:9]#[N:10], predict the reactants needed to synthesize it. The reactants are: [CH3:1][C:2]1[N:3]=[CH:4][N:5]([C:7]2[CH:14]=[CH:13][C:12]([N+:15]([O-])=O)=[CH:11][C:8]=2[C:9]#[N:10])[CH:6]=1.